Predict which catalyst facilitates the given reaction. From a dataset of Catalyst prediction with 721,799 reactions and 888 catalyst types from USPTO. Product: [F:10][C:9]([F:12])([F:11])[O:8][C:5]1[CH:6]=[CH:7][C:2]([C:15]#[N:16])=[CH:3][C:4]=1[F:13]. The catalyst class is: 44. Reactant: Br[C:2]1[CH:7]=[CH:6][C:5]([O:8][C:9]([F:12])([F:11])[F:10])=[C:4]([F:13])[CH:3]=1.[Cu][C:15]#[N:16].[Cu](C#N)C#N.